Dataset: Catalyst prediction with 721,799 reactions and 888 catalyst types from USPTO. Task: Predict which catalyst facilitates the given reaction. (1) Reactant: C([O:9][C@@H:10]1[C@@H:38]([O:39]C(=O)C2C=CC=CC=2)[C@H:37]([O:48]C(=O)C2C=CC=CC=2)[C@@H:36]([C@@H:57]([CH3:67])[O:58]C(=O)C2C=CC=CC=2)[O:35][C@H:11]1[O:12][C:13]1[CH:18]=[C:17]([CH2:19][O:20]C(=O)C)[CH:16]=[CH:15][C:14]=1[CH2:24][C:25]1[CH:30]=[CH:29][C:28]([O:31][CH:32]([CH3:34])[CH3:33])=[CH:27][CH:26]=1)(=O)C1C=CC=CC=1.C(=O)([O-])[O-].[K+].[K+]. Product: [O:12]([C:13]1[CH:18]=[C:17]([CH2:19][OH:20])[CH:16]=[CH:15][C:14]=1[CH2:24][C:25]1[CH:26]=[CH:27][C:28]([O:31][CH:32]([CH3:34])[CH3:33])=[CH:29][CH:30]=1)[C@@H:11]1[O:35][C@H:36]([C@@H:57]([CH3:67])[OH:58])[C@@H:37]([OH:48])[C@H:38]([OH:39])[C@H:10]1[OH:9]. The catalyst class is: 83. (2) Reactant: [NH:1]1[C:9]2[C:4](=[CH:5][CH:6]=[CH:7][CH:8]=2)[C:3]([CH2:10][C@@H:11]([NH2:18])[C:12]2[S:13][CH:14]=[C:15]([CH3:17])[N:16]=2)=[CH:2]1.[CH3:19][N:20]([CH3:34])[C:21]1([C:28]2[CH:33]=[CH:32][CH:31]=[CH:30][CH:29]=2)[CH2:26][CH2:25][C:24](=O)[CH2:23][CH2:22]1.S([O-])([O-])(=O)=O.[Na+].[Na+].C(O)(=O)C. Product: [NH:1]1[C:9]2[C:4](=[CH:5][CH:6]=[CH:7][CH:8]=2)[C:3]([CH2:10][C@@H:11]([NH:18][CH:24]2[CH2:23][CH2:22][C:21]([C:28]3[CH:29]=[CH:30][CH:31]=[CH:32][CH:33]=3)([N:20]([CH3:34])[CH3:19])[CH2:26][CH2:25]2)[C:12]2[S:13][CH:14]=[C:15]([CH3:17])[N:16]=2)=[CH:2]1. The catalyst class is: 7. (3) Reactant: CON(C)[C:4]([C:6]1[C:15](=[O:16])[C:14]2[C:9](=[CH:10][CH:11]=[CH:12][CH:13]=2)[N:8]([CH2:17][C:18]2[CH:23]=[CH:22][CH:21]=[C:20]([CH3:24])[N:19]=2)[CH:7]=1)=[O:5].[CH2:26]([C:28]1[CH:33]=[CH:32][C:31](I)=[CH:30][N:29]=1)[CH3:27].C([Mg]Cl)(C)C. Product: [CH2:26]([C:28]1[N:29]=[CH:30][C:31]([C:4]([C:6]2[C:15](=[O:16])[C:14]3[C:9](=[CH:10][CH:11]=[CH:12][CH:13]=3)[N:8]([CH2:17][C:18]3[CH:23]=[CH:22][CH:21]=[C:20]([CH3:24])[N:19]=3)[CH:7]=2)=[O:5])=[CH:32][CH:33]=1)[CH3:27]. The catalyst class is: 1. (4) Reactant: C([O:3][C:4](=O)[CH2:5][CH2:6][CH2:7][N:8]1[C:12]2[N:13]=[C:14]([CH3:38])[N:15]=[C:16]([NH:17][CH2:18][C@H:19]([NH:27][C:28]([O:30][CH2:31][C:32]3[CH:37]=[CH:36][CH:35]=[CH:34][CH:33]=3)=[O:29])[C:20]([O:22]C(C)(C)C)=[O:21])[C:11]=2[CH:10]=[CH:9]1)C.C([O-])C.[Na+].[NH2:44][C:45]1[NH:46][CH2:47][CH2:48][CH2:49][N:50]=1. Product: [CH2:31]([O:30][C:28]([NH:27][C@@H:19]([CH2:18][NH:17][C:16]1[C:11]2[CH:10]=[CH:9][N:8]([CH2:7][CH2:6][CH2:5][C:4](=[O:3])[NH:44][C:45]3[NH:50][CH2:49][CH2:48][CH2:47][N:46]=3)[C:12]=2[N:13]=[C:14]([CH3:38])[N:15]=1)[C:20]([OH:22])=[O:21])=[O:29])[C:32]1[CH:37]=[CH:36][CH:35]=[CH:34][CH:33]=1. The catalyst class is: 1. (5) Reactant: [N:1]([CH2:4][CH2:5][CH2:6][CH2:7][CH2:8][C:9]([OH:11])=O)=[N+:2]=[N-:3].C(Cl)(=O)C(Cl)=O.[NH2:18][C:19]1[CH:40]=[CH:39][C:22](/[CH:23]=[CH:24]/[C:25]2[C:29]([CH3:31])([CH3:30])[O:28][C:27](=[C:32]([C:35]#[N:36])[C:33]#[N:34])[C:26]=2[C:37]#[N:38])=[CH:21][CH:20]=1.C(N(CC)CC)C.N(CCCCCC(Cl)=O)=[N+]=[N-]. Product: [N:1]([CH2:4][CH2:5][CH2:6][CH2:7][CH2:8][C:9]([NH:18][C:19]1[CH:20]=[CH:21][C:22](/[CH:23]=[CH:24]/[C:25]2[C:29]([CH3:31])([CH3:30])[O:28][C:27](=[C:32]([C:33]#[N:34])[C:35]#[N:36])[C:26]=2[C:37]#[N:38])=[CH:39][CH:40]=1)=[O:11])=[N+:2]=[N-:3]. The catalyst class is: 735.